From a dataset of Forward reaction prediction with 1.9M reactions from USPTO patents (1976-2016). Predict the product of the given reaction. (1) Given the reactants [NH2:1][C:2]1[C:7]([C:8]#[N:9])=[C:6]([C:10]2[CH:15]=[C:14]([Cl:16])[C:13]([OH:17])=[C:12]([Cl:18])[CH:11]=2)[C:5]([C:19]#[N:20])=[C:4](S)[N:3]=1.Br[CH2:23][C:24]([NH2:26])=[O:25].C([O-])(O)=O.[Na+], predict the reaction product. The product is: [C:19]([C:5]1[C:4]([CH2:23][C:24](=[O:25])[NH2:26])=[N:3][C:2]([NH2:1])=[C:7]([C:8]#[N:9])[C:6]=1[C:10]1[CH:15]=[C:14]([Cl:16])[C:13]([OH:17])=[C:12]([Cl:18])[CH:11]=1)#[N:20]. (2) Given the reactants C([O:3][C:4](=[O:46])[CH2:5][S:6][C:7]1[CH:12]=[C:11]([C:13]2[C:17]3[CH2:18][N:19]([S:22]([CH3:25])(=[O:24])=[O:23])[CH2:20][CH2:21][C:16]=3[N:15]([CH2:26][CH:27]([OH:41])[CH2:28][N:29]3[CH2:34][CH2:33][CH:32]([N:35]4[CH2:39][CH2:38][CH2:37][C:36]4=[O:40])[CH2:31][CH2:30]3)[N:14]=2)[CH:10]=[CH:9][C:8]=1[C:42]([F:45])([F:44])[F:43])C.[OH-].[K+], predict the reaction product. The product is: [OH:41][CH:27]([CH2:28][N:29]1[CH2:34][CH2:33][CH:32]([N:35]2[CH2:39][CH2:38][CH2:37][C:36]2=[O:40])[CH2:31][CH2:30]1)[CH2:26][N:15]1[C:16]2[CH2:21][CH2:20][N:19]([S:22]([CH3:25])(=[O:24])=[O:23])[CH2:18][C:17]=2[C:13]([C:11]2[CH:10]=[CH:9][C:8]([C:42]([F:44])([F:45])[F:43])=[C:7]([S:6][CH2:5][C:4]([OH:46])=[O:3])[CH:12]=2)=[N:14]1. (3) Given the reactants [F:1][C:2]1[CH:3]=[CH:4][C:5]2[N:6]([C:8]([CH2:18][C:19](=[N:21][OH:22])[NH2:20])=[C:9]([C:11]3[CH:16]=[CH:15][C:14]([F:17])=[CH:13][CH:12]=3)[N:10]=2)[CH:7]=1.C(N(CC)CC)C.[C:30](Cl)(=O)[O:31]C1C=CC=CC=1, predict the reaction product. The product is: [F:1][C:2]1[CH:3]=[CH:4][C:5]2[N:6]([C:8]([CH2:18][C:19]3[NH:20][C:30](=[O:31])[O:22][N:21]=3)=[C:9]([C:11]3[CH:12]=[CH:13][C:14]([F:17])=[CH:15][CH:16]=3)[N:10]=2)[CH:7]=1. (4) Given the reactants [CH:1]1([C:4]2[CH:9]=[C:8]([CH:10]=[O:11])[CH:7]=[CH:6][C:5]=2[C:12]2[CH:17]=[CH:16][C:15]([F:18])=[CH:14][C:13]=2[OH:19])[CH2:3][CH2:2]1.I[CH2:21][CH3:22], predict the reaction product. The product is: [CH:1]1([C:4]2[CH:9]=[C:8]([CH:10]=[O:11])[CH:7]=[CH:6][C:5]=2[C:12]2[CH:17]=[CH:16][C:15]([F:18])=[CH:14][C:13]=2[O:19][CH2:21][CH3:22])[CH2:2][CH2:3]1. (5) Given the reactants [C:1]([O:4][CH2:5][C:6]([C@:8]1([O:29][C:30](=[O:32])[CH3:31])[C@:24]2([CH3:25])[C@H:11]([C@H:12]3[C@H:21]([C:22](=[O:26])[CH2:23]2)[C@:20]2([CH3:27])[C:15](=[CH:16][C:17](=[O:28])[CH:18]=[CH:19]2)[CH2:14][CH2:13]3)[CH2:10][CH2:9]1)=[O:7])(=[O:3])[CH3:2].[BH4-].[Na+], predict the reaction product. The product is: [C:1]([O:4][CH2:5][C:6]([C@:8]1([O:29][C:30](=[O:32])[CH3:31])[C@:24]2([CH3:25])[C@H:11]([C@H:12]3[C@H:21]([CH:22]([OH:26])[CH2:23]2)[C@:20]2([CH3:27])[C:15](=[CH:16][C:17](=[O:28])[CH:18]=[CH:19]2)[CH2:14][CH2:13]3)[CH2:10][CH2:9]1)=[O:7])(=[O:3])[CH3:2]. (6) Given the reactants [CH3:1][N:2]([CH3:35])[CH:3]1[CH2:8][CH2:7][N:6]([C:9]2[N:14]3[C:15]([C:33]#[N:34])=[C:16]([CH2:18][N:19]([CH:30]([CH3:32])[CH3:31])[C@@H:20]4[C:29]5[N:28]=[CH:27][CH:26]=[CH:25][C:24]=5[CH2:23][CH2:22][CH2:21]4)[N:17]=[C:13]3[CH:12]=[CH:11][CH:10]=2)[CH2:5][CH2:4]1.S(=O)(=O)(O)[OH:37], predict the reaction product. The product is: [CH3:35][N:2]([CH3:1])[CH:3]1[CH2:4][CH2:5][N:6]([C:9]2[N:14]3[C:15]([C:33]([NH2:34])=[O:37])=[C:16]([CH2:18][N:19]([CH:30]([CH3:32])[CH3:31])[C@@H:20]4[C:29]5[N:28]=[CH:27][CH:26]=[CH:25][C:24]=5[CH2:23][CH2:22][CH2:21]4)[N:17]=[C:13]3[CH:12]=[CH:11][CH:10]=2)[CH2:7][CH2:8]1. (7) Given the reactants C[O:2][C:3](=[O:23])[CH2:4][CH2:5][N:6]1[C:11]2[CH:12]=[C:13]([CH3:17])[CH:14]=[C:15]([CH3:16])[C:10]=2[O:9][C@H:8]([C@H:18]([CH2:20][CH3:21])[CH3:19])[C:7]1=[O:22].[OH-].[Na+], predict the reaction product. The product is: [C@@H:18]([C@@H:8]1[C:7](=[O:22])[N:6]([CH2:5][CH2:4][C:3]([OH:23])=[O:2])[C:11]2[CH:12]=[C:13]([CH3:17])[CH:14]=[C:15]([CH3:16])[C:10]=2[O:9]1)([CH2:20][CH3:21])[CH3:19]. (8) The product is: [Cl:1][C:2]1[C:3]([CH3:12])=[C:4]([S:8]([N:13]2[CH2:18][CH2:17][CH2:16][C@H:15]([NH:19][C:20](=[O:26])[O:21][C:22]([CH3:24])([CH3:23])[CH3:25])[CH2:14]2)(=[O:10])=[O:9])[CH:5]=[CH:6][CH:7]=1. Given the reactants [Cl:1][C:2]1[C:3]([CH3:12])=[C:4]([S:8](Cl)(=[O:10])=[O:9])[CH:5]=[CH:6][CH:7]=1.[NH:13]1[CH2:18][CH2:17][CH2:16][C@H:15]([NH:19][C:20](=[O:26])[O:21][C:22]([CH3:25])([CH3:24])[CH3:23])[CH2:14]1, predict the reaction product.